This data is from Forward reaction prediction with 1.9M reactions from USPTO patents (1976-2016). The task is: Predict the product of the given reaction. (1) Given the reactants [H-].[Na+].C(OP([CH2:11][C:12]([O:14][CH3:15])=[O:13])(OCC)=O)C.[CH3:16][C:17]([N:21]1[CH:25]=[C:24]([C:26]2[CH:27]=[N:28][CH:29]=[CH:30][CH:31]=2)[N:23]=[CH:22]1)([CH3:20])[CH:18]=O.O, predict the reaction product. The product is: [CH3:15][O:14][C:12](=[O:13])[CH2:11][CH2:18][C:17]([CH3:20])([N:21]1[CH:25]=[C:24]([C:26]2[CH:27]=[N:28][CH:29]=[CH:30][CH:31]=2)[N:23]=[CH:22]1)[CH3:16]. (2) Given the reactants Br[C:2]1[CH:7]=[CH:6][C:5]([S:8]([N:11]2[CH2:28][CH2:27][C:14]3([O:19][CH2:18][C:17](=[O:20])[N:16]([C:21]4([C:24]([NH2:26])=[O:25])[CH2:23][CH2:22]4)[CH2:15]3)[CH2:13][CH2:12]2)(=[O:10])=[O:9])=[CH:4][CH:3]=1.[CH3:29][C:30]1(C)C(C)(C)OB([C:37]2[CH:46]=[C:45]3[C:40]([CH:41]=[CH:42][CH:43]=[N:44]3)=[CH:39][CH:38]=2)[O:31]1.C(=O)([O-])[O-].[K+].[K+], predict the reaction product. The product is: [O:20]=[C:17]1[N:16]([C:21]2([C:24]([NH2:26])=[O:25])[CH2:23][CH2:22]2)[CH2:15][C:14]2([CH2:27][CH2:28][N:11]([S:8]([C:5]3[CH:6]=[CH:7][C:2]([C:37]4[CH:46]=[C:45]5[C:40]([CH:41]=[CH:42][CH:43]=[N:44]5)=[CH:39][CH:38]=4)=[CH:3][CH:4]=3)(=[O:10])=[O:9])[CH2:12][CH2:13]2)[O:19][CH2:18]1.[CH2:30]([OH:31])[CH3:29]. (3) Given the reactants [Cl:1][C:2]1[C:3]([N:9]2[C:13]([C:14]([O:16]C)=[O:15])=[CH:12][C:11]([CH3:18])=[N:10]2)=[N:4][CH:5]=[C:6]([Cl:8])[CH:7]=1.O1CCCC1.[OH-].[Na+], predict the reaction product. The product is: [Cl:1][C:2]1[C:3]([N:9]2[C:13]([C:14]([OH:16])=[O:15])=[CH:12][C:11]([CH3:18])=[N:10]2)=[N:4][CH:5]=[C:6]([Cl:8])[CH:7]=1. (4) Given the reactants [CH2:1]([OH:8])[C:2]1[CH:7]=[CH:6][CH:5]=[CH:4][CH:3]=1.C[Si]([N-][Si](C)(C)C)(C)C.[Na+].Cl[C:20]1[N:25]=[CH:24][C:23]([C:26]([N:28]2[C:34]3[CH:35]=[CH:36][CH:37]=[CH:38][C:33]=3[CH2:32][N:31]3[C:39]([C:42]([NH:44][CH2:45][C:46]4[CH:47]=[N:48][CH:49]=[CH:50][CH:51]=4)=[O:43])=[CH:40][CH:41]=[C:30]3[CH2:29]2)=[O:27])=[CH:22][CH:21]=1, predict the reaction product. The product is: [CH2:1]([O:8][C:20]1[N:25]=[CH:24][C:23]([C:26]([N:28]2[C:34]3[CH:35]=[CH:36][CH:37]=[CH:38][C:33]=3[CH2:32][N:31]3[C:39]([C:42]([NH:44][CH2:45][C:46]4[CH:47]=[N:48][CH:49]=[CH:50][CH:51]=4)=[O:43])=[CH:40][CH:41]=[C:30]3[CH2:29]2)=[O:27])=[CH:22][CH:21]=1)[C:2]1[CH:7]=[CH:6][CH:5]=[CH:4][CH:3]=1. (5) Given the reactants Cl[C:2]1[N:3]=[CH:4][C:5]([C:8]([NH:10][C:11]2[S:12][CH:13]=[C:14]([C:16]3[CH:21]=[CH:20][C:19]([O:22][CH3:23])=[C:18]([C:24]([F:27])([F:26])[F:25])[CH:17]=3)[N:15]=2)=[O:9])=[N:6][CH:7]=1.CN1CCCC1=O.C(N(C(C)C)CC)(C)C.[NH:44]1[CH2:49][CH2:48][CH:47]([C:50]([O:52][CH2:53][CH3:54])=[O:51])[CH2:46][CH2:45]1, predict the reaction product. The product is: [CH3:23][O:22][C:19]1[CH:20]=[CH:21][C:16]([C:14]2[N:15]=[C:11]([NH:10][C:8]([C:5]3[N:6]=[CH:7][C:2]([N:44]4[CH2:49][CH2:48][CH:47]([C:50]([O:52][CH2:53][CH3:54])=[O:51])[CH2:46][CH2:45]4)=[N:3][CH:4]=3)=[O:9])[S:12][CH:13]=2)=[CH:17][C:18]=1[C:24]([F:27])([F:26])[F:25]. (6) Given the reactants [CH3:1][O:2][C@H:3]([CH3:9])[C@@H:4]([C:6]([OH:8])=[O:7])[NH2:5].Cl[C:11]([O:13][CH3:14])=[O:12], predict the reaction product. The product is: [CH3:1][O:2][C@H:3]([CH3:9])[C@H:4]([NH:5][C:11]([O:13][CH3:14])=[O:12])[C:6]([OH:8])=[O:7]. (7) Given the reactants Br[C:2]1[CH:7]=[CH:6][C:5]([C:8]2([C:17]3[CH:22]=[CH:21][C:20]([Cl:23])=[CH:19][CH:18]=3)[CH2:13][CH2:12][N:11]([C:14]([OH:16])=[O:15])[CH2:10][CH2:9]2)=[CH:4][CH:3]=1.C([Li])[CH2:25][CH2:26][CH3:27].[C:29](=[O:31])=[O:30].[CH2:32]1COCC1, predict the reaction product. The product is: [C:26]([O:16][C:14]([N:11]1[CH2:12][CH2:13][C:8]([C:5]2[CH:6]=[CH:7][C:2]([C:29]([OH:31])=[O:30])=[CH:3][CH:4]=2)([C:17]2[CH:22]=[CH:21][C:20]([Cl:23])=[CH:19][CH:18]=2)[CH2:9][CH2:10]1)=[O:15])([CH3:25])([CH3:27])[CH3:32].